Task: Predict which catalyst facilitates the given reaction.. Dataset: Catalyst prediction with 721,799 reactions and 888 catalyst types from USPTO (1) Reactant: Br[CH:2]1[C:10]2[C:5](=[CH:6][CH:7]=[C:8]([Br:11])[CH:9]=2)[C:4](=[O:12])[O:3]1.[OH-].[K+].S(=O)(=O)(O)[O-:16].[K+]. Product: [Br:11][C:8]1[CH:9]=[C:10]2[C:5](=[CH:6][CH:7]=1)[C:4](=[O:12])[O:3][CH:2]2[OH:16]. The catalyst class is: 6. (2) Reactant: C(=O)(O)[O-:2].[Na+].Cl.NO.[C:9]([C:11]1[CH:16]=[C:15]([C:17]([F:20])([F:19])[F:18])[CH:14]=[CH:13][N:12]=1)#[N:10]. Product: [F:19][C:17]([F:20])([F:18])[C:15]1[CH:14]=[CH:13][N:12]=[C:11]([C:9]([NH2:10])=[O:2])[CH:16]=1. The catalyst class is: 8. (3) Reactant: [Br:1][C:2]1[CH:7]=[C:6]([Br:8])[N:5]=[C:4]([C:9]2[CH:14]=[CH:13][CH:12]=[CH:11][C:10]=2[Cl:15])[C:3]=1[CH3:16].[Br:17]N1C(=O)CCC1=O.C(OOC(=O)C1C=CC=CC=1)(=O)C1C=CC=CC=1. Product: [Br:1][C:2]1[CH:7]=[C:6]([Br:8])[N:5]=[C:4]([C:9]2[CH:14]=[CH:13][CH:12]=[CH:11][C:10]=2[Cl:15])[C:3]=1[CH2:16][Br:17]. The catalyst class is: 53. (4) Reactant: [Cl:1][C:2]1[CH:3]=[C:4]([C:16](OC)=[O:17])[CH:5]=[C:6]2[C:11]3([CH2:13][CH2:12]3)[CH2:10][C:9]([CH3:15])([CH3:14])[O:8][C:7]=12.CC(C[AlH]CC(C)C)C.CC(OI1(OC(C)=O)(OC(C)=O)OC(=O)C2C=CC=CC1=2)=O. Product: [Cl:1][C:2]1[CH:3]=[C:4]([CH:16]=[O:17])[CH:5]=[C:6]2[C:11]3([CH2:12][CH2:13]3)[CH2:10][C:9]([CH3:14])([CH3:15])[O:8][C:7]=12. The catalyst class is: 2. (5) Reactant: O[CH2:2][CH2:3][CH:4]1[CH2:9][CH2:8][CH2:7][CH2:6][N:5]1[C:10]([O:12][C:13]([CH3:16])([CH3:15])[CH3:14])=[O:11].C1(P(C2C=CC=CC=2)C2C=CC=CC=2)C=CC=CC=1.[Cl:36]CC1CCN(C(OC(C)(C)C)=O)CC1. Product: [Cl:36][CH2:2][CH2:3][CH:4]1[CH2:9][CH2:8][CH2:7][CH2:6][N:5]1[C:10]([O:12][C:13]([CH3:16])([CH3:15])[CH3:14])=[O:11]. The catalyst class is: 53. (6) Reactant: Br[C:2]1[S:6][C:5]([NH:7][C:8]([NH:10][C:11]2[C:16]([Cl:17])=[CH:15][CH:14]=[CH:13][C:12]=2[Cl:18])=[O:9])=[C:4]([C:19]([O:21][C:22]([CH3:25])([CH3:24])[CH3:23])=[O:20])[CH:3]=1.[CH3:26][O:27][C:28]1[CH:29]=[C:30](B(O)O)[CH:31]=[CH:32][CH:33]=1.C([O-])([O-])=O.[Na+].[Na+]. Product: [Cl:18][C:12]1[CH:13]=[CH:14][CH:15]=[C:16]([Cl:17])[C:11]=1[NH:10][C:8]([NH:7][C:5]1[S:6][C:2]([C:32]2[CH:31]=[CH:30][CH:29]=[C:28]([O:27][CH3:26])[CH:33]=2)=[CH:3][C:4]=1[C:19]([O:21][C:22]([CH3:25])([CH3:24])[CH3:23])=[O:20])=[O:9]. The catalyst class is: 628. (7) Reactant: [NH2:1][C:2]1[C:3]([C:12]([NH2:14])=[O:13])=[N:4][N:5]2[CH2:10][CH2:9][NH:8][C:7](=[O:11])[C:6]=12.[F:15][C:16]([F:31])([F:30])[C:17]1[C:25]2[CH2:24][CH2:23][CH2:22][CH2:21][C:20]=2[N:19]([CH2:26][C:27](O)=[O:28])[N:18]=1.[I-].ClC1C=CC=C[N+]=1C.C(N(CC)C(C)C)(C)C. Product: [O:11]=[C:7]1[NH:8][CH2:9][CH2:10][N:5]2[N:4]=[C:3]([C:12]([NH2:14])=[O:13])[C:2]([NH:1][C:27](=[O:28])[CH2:26][N:19]3[C:20]4[CH2:21][CH2:22][CH2:23][CH2:24][C:25]=4[C:17]([C:16]([F:30])([F:15])[F:31])=[N:18]3)=[C:6]12. The catalyst class is: 12. (8) Reactant: C(OC([C:6]1[CH:11]=[CH:10][C:9]([N:12]2[CH2:17][CH2:16][C:15](=O)[CH2:14][CH2:13]2)=[CH:8][CH:7]=1)=O)C.[NH2:19][CH2:20][C@@H:21]([C:23]1[CH:24]=[CH:25][C:26]([OH:34])=[C:27]([NH:29][S:30]([CH3:33])(=[O:32])=[O:31])[CH:28]=1)[OH:22].C(O[BH-](O[C:45](=[O:47])[CH3:46])OC(=O)C)(=O)C.[Na+].[C:49](=O)(O)[O-:50].[Na+]. Product: [CH2:45]([O:47][C:49](=[O:50])[C:8]1[CH:7]=[CH:6][CH:11]=[CH:10][C:9]=1[N:12]1[CH2:13][CH2:14][CH:15]([NH:19][CH2:20][C@H:21]([OH:22])[C:23]2[CH:24]=[CH:25][C:26]([OH:34])=[C:27]([NH:29][S:30]([CH3:33])(=[O:32])=[O:31])[CH:28]=2)[CH2:16][CH2:17]1)[CH3:46]. The catalyst class is: 875.